Dataset: Full USPTO retrosynthesis dataset with 1.9M reactions from patents (1976-2016). Task: Predict the reactants needed to synthesize the given product. (1) The reactants are: Br[C:2]1[C:10]2[C:5](=[CH:6][CH:7]=[CH:8][CH:9]=2)[N:4]([CH2:11][CH2:12][CH2:13][O:14][C:15]2[C:24]3[C:19](=[CH:20][CH:21]=[CH:22][CH:23]=3)[CH:18]=[CH:17][CH:16]=2)[C:3]=1[C:25]([O:27][CH2:28][CH3:29])=[O:26].[NH:30]1[CH2:35][CH2:34][CH2:33][CH2:32][CH2:31]1.C1(P(C2C=CC=CC=2)C2C=CC3C(=CC=CC=3)C=2C2C3C(=CC=CC=3)C=CC=2P(C2C=CC=CC=2)C2C=CC=CC=2)C=CC=CC=1.C([O-])([O-])=O.[Cs+].[Cs+]. Given the product [C:15]1([O:14][CH2:13][CH2:12][CH2:11][N:4]2[C:5]3[C:10](=[CH:9][CH:8]=[CH:7][CH:6]=3)[C:2]([N:30]3[CH2:35][CH2:34][CH2:33][CH2:32][CH2:31]3)=[C:3]2[C:25]([O:27][CH2:28][CH3:29])=[O:26])[C:24]2[C:19](=[CH:20][CH:21]=[CH:22][CH:23]=2)[CH:18]=[CH:17][CH:16]=1, predict the reactants needed to synthesize it. (2) Given the product [N:1]1([C:6]([C@@H:8]2[CH2:13][CH2:12][CH2:11][N:10]([C:14]3[N:19]=[C:18]4[NH:20][C:21]([C:23]5[N:28]=[C:27]([C:29]([NH2:33])=[O:30])[CH:26]=[CH:25][CH:24]=5)=[N:22][C:17]4=[CH:16][CH:15]=3)[CH2:9]2)=[O:7])[CH2:5][CH2:4][CH2:3][CH2:2]1, predict the reactants needed to synthesize it. The reactants are: [N:1]1([C:6]([C@@H:8]2[CH2:13][CH2:12][CH2:11][N:10]([C:14]3[N:19]=[C:18]4[NH:20][C:21]([C:23]5[N:28]=[C:27]([C:29](OC)=[O:30])[CH:26]=[CH:25][CH:24]=5)=[N:22][C:17]4=[CH:16][CH:15]=3)[CH2:9]2)=[O:7])[CH2:5][CH2:4][CH2:3][CH2:2]1.[NH3:33].C[Al](C)C.